Predict the product of the given reaction. From a dataset of Forward reaction prediction with 1.9M reactions from USPTO patents (1976-2016). (1) Given the reactants [N:1]1[CH:6]=[CH:5][C:4](C(O)=O)=[CH:3][CH:2]=1.C([N:12]([CH2:15]C)CC)C.C1(P(N=[N+]=[N-])(C2C=CC=CC=2)=[O:24])C=CC=CC=1.[C:34]([O:38][C:39]([N:41]1[CH2:46][CH2:45][NH:44][CH2:43][CH2:42]1)=[O:40])([CH3:37])([CH3:36])[CH3:35], predict the reaction product. The product is: [C:34]([O:38][C:39]([N:41]1[CH2:46][CH2:45][N:44]([C:15](=[O:24])[NH:12][C:4]2[CH:3]=[CH:2][N:1]=[CH:6][CH:5]=2)[CH2:43][CH2:42]1)=[O:40])([CH3:37])([CH3:35])[CH3:36]. (2) Given the reactants [C:1]([C:3]1[CH:4]=[C:5]([CH:10]=[CH:11][C:12]=1[O:13][CH:14]([CH3:16])[CH3:15])[C:6]([O:8]C)=[O:7])#[N:2].[OH-].[Na+].O, predict the reaction product. The product is: [C:1]([C:3]1[CH:4]=[C:5]([CH:10]=[CH:11][C:12]=1[O:13][CH:14]([CH3:16])[CH3:15])[C:6]([OH:8])=[O:7])#[N:2]. (3) Given the reactants [C:1]([O:5][C:6](=[O:23])[NH:7][C:8]1[CH:13]=[CH:12][C:11]([C:14]2[CH:19]=[C:18]([F:20])[CH:17]=[CH:16][C:15]=2[F:21])=[CH:10][C:9]=1[NH2:22])([CH3:4])([CH3:3])[CH3:2].CC1(C)[O:30][C:29]([C:31]2[CH:32]=[C:33]([CH:36]=[CH:37][CH:38]=2)[C:34]#[N:35])=[CH:28][C:27](=O)[O:26]1, predict the reaction product. The product is: [C:1]([O:5][C:6](=[O:23])[NH:7][C:8]1[CH:13]=[CH:12][C:11]([C:14]2[CH:19]=[C:18]([F:20])[CH:17]=[CH:16][C:15]=2[F:21])=[CH:10][C:9]=1[NH:22][C:27](=[O:26])[CH2:28][C:29]([C:31]1[CH:38]=[CH:37][CH:36]=[C:33]([C:34]#[N:35])[CH:32]=1)=[O:30])([CH3:4])([CH3:2])[CH3:3]. (4) The product is: [CH2:10]([O:12][C:13]1[C:22]([O:23][CH3:24])=[CH:21][C:20]2[C:19]([C:25]3[CH:26]=[CH:27][C:28]([C:29]([N:63]4[CH2:64][CH2:65][CH:60]([N:46]5[C:47](=[O:59])[C:48]6[S:52][C:51]([C:53]7[CH:54]=[CH:55][CH:56]=[CH:57][CH:58]=7)=[CH:50][C:49]=6[N:44]([CH2:43][C:42]6[CH:67]=[CH:68][C:69]([CH3:70])=[C:40]([F:39])[CH:41]=6)[C:45]5=[O:66])[CH2:61][CH2:62]4)=[O:30])=[CH:32][CH:33]=3)=[N:18][C@@H:17]3[CH2:34][CH2:35][S:36][CH2:37][C@@H:16]3[C:15]=2[CH:14]=1)[CH3:11]. Given the reactants CCN(C(C)C)C(C)C.[CH2:10]([O:12][C:13]1[C:22]([O:23][CH3:24])=[CH:21][C:20]2[C:19]([C:25]3[CH:33]=[CH:32][C:28]([C:29](O)=[O:30])=[CH:27][CH:26]=3)=[N:18][C@@H:17]3[CH2:34][CH2:35][S:36][CH2:37][C@@H:16]3[C:15]=2[CH:14]=1)[CH3:11].Cl.[F:39][C:40]1[CH:41]=[C:42]([CH:67]=[CH:68][C:69]=1[CH3:70])[CH2:43][N:44]1[C:49]2[CH:50]=[C:51]([C:53]3[CH:58]=[CH:57][CH:56]=[CH:55][CH:54]=3)[S:52][C:48]=2[C:47](=[O:59])[N:46]([CH:60]2[CH2:65][CH2:64][NH:63][CH2:62][CH2:61]2)[C:45]1=[O:66].CN(C(ON1N=NC2C=CC=CC1=2)=[N+](C)C)C.F[P-](F)(F)(F)(F)F, predict the reaction product. (5) Given the reactants [C:1]1([C:7]2[N:12]=[C:11]([O:13][CH:14]3[CH2:18][CH:17]([C:19]([OH:21])=O)[CH:16]([C:22](=[O:34])[NH:23][C:24]4([C:29]([O:31][CH2:32][CH3:33])=[O:30])[CH2:26][CH:25]4[CH:27]=[CH2:28])[CH2:15]3)[CH:10]=[C:9]([C:35]3[CH:40]=[CH:39][CH:38]=[CH:37][CH:36]=3)[N:8]=2)[CH:6]=[CH:5][CH:4]=[CH:3][CH:2]=1.[CH3:41][NH:42][CH:43]=[CH:44][CH2:45][CH2:46][CH2:47][CH3:48].CN(C(ON1N=NC2C=CC=NC1=2)=[N+](C)C)C.F[P-](F)(F)(F)(F)F, predict the reaction product. The product is: [CH2:32]([O:31][C:29]([C:24]1([NH:23][C:22]([CH:16]2[CH2:15][CH:14]([O:13][C:11]3[CH:10]=[C:9]([C:35]4[CH:36]=[CH:37][CH:38]=[CH:39][CH:40]=4)[N:8]=[C:7]([C:1]4[CH:6]=[CH:5][CH:4]=[CH:3][CH:2]=4)[N:12]=3)[CH2:18][CH:17]2[C:19](=[O:21])[N:42]([CH2:43][CH2:44][CH2:45][CH2:46][CH:47]=[CH2:48])[CH3:41])=[O:34])[CH2:26][CH:25]1[CH:27]=[CH2:28])=[O:30])[CH3:33]. (6) Given the reactants Br[C:2]1[N:11]=[C:10](C(NCC2C=CC(F)=CC=2)=O)[C:9](O)=[C:8]2[C:3]=1[CH:4]=[CH:5][CH:6]=[N:7]2.C(C([Sn])=C(CCCC)CCCC)CCC.[C:39]([NH:46]CCN)([O:41][C:42]([CH3:45])([CH3:44])[CH3:43])=[O:40], predict the reaction product. The product is: [C:39]([NH:46][N:7]1[C:2]2[C:3](=[CH:8][CH:9]=[CH:10][N:11]=2)[CH:4]=[CH:5][CH2:6]1)([O:41][C:42]([CH3:45])([CH3:44])[CH3:43])=[O:40]. (7) Given the reactants [NH:1]1[C:5]2[CH:6]=[CH:7][CH:8]=[CH:9][C:4]=2[N:3]=[C:2]1[C:10]([C:12]1[CH:17]=[CH:16][C:15]([O:18][C:19]2[C:24]([C:25]3[CH2:30][CH2:29][CH:28]([OH:31])[CH2:27][CH:26]=3)=[N:23][CH:22]=[CH:21][N:20]=2)=[CH:14][CH:13]=1)=[O:11], predict the reaction product. The product is: [NH:1]1[C:5]2[CH:6]=[CH:7][CH:8]=[CH:9][C:4]=2[N:3]=[C:2]1[C:10]([C:12]1[CH:17]=[CH:16][C:15]([O:18][C:19]2[C:24]([C@H:25]3[CH2:30][CH2:29][C@@H:28]([OH:31])[CH2:27][CH2:26]3)=[N:23][CH:22]=[CH:21][N:20]=2)=[CH:14][CH:13]=1)=[O:11].